This data is from Catalyst prediction with 721,799 reactions and 888 catalyst types from USPTO. The task is: Predict which catalyst facilitates the given reaction. Reactant: [F:1][C:2]([F:25])([F:24])[C:3]1[NH:7][N:6]=[C:5]([C:8]2[CH:13]=[CH:12][C:11]([C@H:14]3[CH2:19][CH2:18][C@H:17]([CH2:20][C:21](O)=[O:22])[CH2:16][CH2:15]3)=[CH:10][CH:9]=2)[CH:4]=1.[CH3:26][NH:27][CH2:28][C:29]([O:31][CH3:32])=[O:30].F[P-](F)(F)(F)(F)F.N1(OC(N(C)C)=[N+](C)C)C2N=CC=CC=2N=N1.C(N(C(C)C)CC)(C)C. Product: [CH3:26][N:27]([C:21](=[O:22])[CH2:20][C@H:17]1[CH2:18][CH2:19][C@H:14]([C:11]2[CH:10]=[CH:9][C:8]([C:5]3[NH:6][N:7]=[C:3]([C:2]([F:24])([F:25])[F:1])[CH:4]=3)=[CH:13][CH:12]=2)[CH2:15][CH2:16]1)[CH2:28][C:29]([O:31][CH3:32])=[O:30]. The catalyst class is: 9.